Dataset: Reaction yield outcomes from USPTO patents with 853,638 reactions. Task: Predict the reaction yield, written as a fraction of the theoretical maximum amount of product (1.0 means a 100% yield; for example, 0.34 means a 34% yield). (1) The reactants are [Si:1]([O:8][CH:9]([CH2:24][CH2:25][CH2:26][CH2:27][CH2:28][CH2:29][CH3:30])[CH:10]([OH:23])[CH:11]([OH:22])/[C:12](/[C:18]([O:20][CH3:21])=[O:19])=[CH:13]/[C:14]([O:16][CH3:17])=[O:15])([C:4]([CH3:7])([CH3:6])[CH3:5])([CH3:3])[CH3:2].CO[C:33](OC)([CH3:35])[CH3:34].CCOCC. The catalyst is CC(C)=O.CC1C=CC(S(O)(=O)=O)=CC=1. The product is [Si:1]([O:8][CH:9]([CH2:24][CH2:25][CH2:26][CH2:27][CH2:28][CH2:29][CH3:30])[CH:10]1[O:23][C:33]([CH3:35])([CH3:34])[O:22][CH:11]1/[C:12](/[C:18]([O:20][CH3:21])=[O:19])=[CH:13]/[C:14]([O:16][CH3:17])=[O:15])([C:4]([CH3:5])([CH3:6])[CH3:7])([CH3:3])[CH3:2]. The yield is 0.910. (2) The product is [CH2:14]([N:18]1[CH2:26][C:25]2[C:20](=[CH:21][CH:22]=[C:23]([C:2]3[CH:3]=[N:4][CH:5]=[C:6]([C:8]4[CH:13]=[CH:12][CH:11]=[CH:10][CH:9]=4)[CH:7]=3)[CH:24]=2)[C:19]1=[O:30])[CH2:15][CH2:16][CH3:17]. The yield is 0.140. No catalyst specified. The reactants are Br[C:2]1[CH:3]=[N:4][CH:5]=[C:6]([C:8]2[CH:13]=[CH:12][CH:11]=[CH:10][CH:9]=2)[CH:7]=1.[CH2:14]([N:18]1[CH2:26][C:25]2[C:20](=[CH:21][CH:22]=[C:23](B(O)O)[CH:24]=2)[C:19]1=[O:30])[CH2:15][CH2:16][CH3:17]. (3) The reactants are [F:1][C:2]([F:12])([F:11])[C:3]1[CH:8]=[CH:7][CH:6]=[CH:5][C:4]=1[NH:9]N.O.[NH:14]1[CH2:19][CH2:18][C:17](=O)[CH2:16][CH2:15]1.[ClH:21]. The yield is 0.630. The catalyst is C(O)(C)C. The product is [ClH:21].[ClH:21].[F:1][C:2]([F:12])([F:11])[C:3]1[C:4]2[NH:9][C:17]3[CH2:18][CH2:19][NH:14][CH2:15][C:16]=3[C:5]=2[CH:6]=[CH:7][CH:8]=1. (4) The reactants are Cl[C:2]1[CH:7]=[CH:6][N:5]=[C:4]([NH:8][CH:9]2[CH2:14][C:13]([CH3:16])([CH3:15])[NH:12][C:11]([CH3:18])([CH3:17])[CH2:10]2)[N:3]=1.[NH:19]1[C:27]2[C:22](=[CH:23][CH:24]=[CH:25][CH:26]=2)[CH:21]=[CH:20]1.[OH-].[K+]. The catalyst is CCCCCCCC[N+](CCCCCCCC)(CCCCCCCC)C.[Cl-].C(OC(=O)C)C. The product is [N:19]1([C:2]2[CH:7]=[CH:6][N:5]=[C:4]([NH:8][CH:9]3[CH2:14][C:13]([CH3:16])([CH3:15])[NH:12][C:11]([CH3:18])([CH3:17])[CH2:10]3)[N:3]=2)[C:27]2[C:22](=[CH:23][CH:24]=[CH:25][CH:26]=2)[CH:21]=[CH:20]1. The yield is 0.270. (5) The yield is 0.960. The reactants are [C:1]([Si:5]([C:13]1[CH:18]=[CH:17][CH:16]=[CH:15][CH:14]=1)([C:7]1[CH:12]=[CH:11][CH:10]=[CH:9][CH:8]=1)Cl)([CH3:4])([CH3:3])[CH3:2].[CH2:19]([OH:25])[CH2:20][CH2:21][CH2:22][C:23]#[CH:24].N1C=CN=C1. The catalyst is C(Cl)Cl. The product is [Si:5]([O:25][CH2:19][CH2:20][CH2:21][CH2:22][C:23]#[CH:24])([C:1]([CH3:4])([CH3:3])[CH3:2])([C:13]1[CH:18]=[CH:17][CH:16]=[CH:15][CH:14]=1)[C:7]1[CH:12]=[CH:11][CH:10]=[CH:9][CH:8]=1. (6) The reactants are [NH:1]([C:16]([O:18][C:19]([CH3:22])([CH3:21])[CH3:20])=[O:17])[C@H:2]([C:6]([N:8]1[CH2:15][CH2:14][CH2:13][C@H:9]1[C:10]([OH:12])=[O:11])=[O:7])[CH:3]([CH3:5])[CH3:4].ON1C2C=CC=CC=2N=N1.C(N=C=NC(C)C)(C)C.[CH:42]1[C:48]([NH2:49])=[N:47][C:45](=[O:46])[N:44]([C@@H:50]2[O:54][C@H:53]([CH2:55][OH:56])[C@@H:52]([OH:57])[C@@H:51]2[OH:58])[CH:43]=1. The catalyst is CN(C)C=O. The product is [NH:1]([C:16]([O:18][C:19]([CH3:21])([CH3:20])[CH3:22])=[O:17])[C@H:2]([C:6]([N:8]1[CH2:15][CH2:14][CH2:13][C@H:9]1[C:10]([OH:12])=[O:11])=[O:7])[CH:3]([CH3:5])[CH3:4].[CH:42]1[C:48]([NH2:49])=[N:47][C:45](=[O:46])[N:44]([C@@H:50]2[O:54][C@H:53]([CH2:55][OH:56])[C@@H:52]([OH:57])[C@@H:51]2[OH:58])[CH:43]=1. The yield is 0.210.